From a dataset of Peptide-MHC class II binding affinity with 134,281 pairs from IEDB. Regression. Given a peptide amino acid sequence and an MHC pseudo amino acid sequence, predict their binding affinity value. This is MHC class II binding data. (1) The peptide sequence is APAAPANPGLII. The MHC is DRB1_1501 with pseudo-sequence DRB1_1501. The binding affinity (normalized) is 0.0369. (2) The peptide sequence is AAATAGTTVYGRFAA. The MHC is HLA-DQA10501-DQB10301 with pseudo-sequence HLA-DQA10501-DQB10301. The binding affinity (normalized) is 0.543. (3) The peptide sequence is AGSLQGQWRGAAGTA. The MHC is DRB1_0701 with pseudo-sequence DRB1_0701. The binding affinity (normalized) is 0.203. (4) The peptide sequence is EYLNKIQNSLSTEWS. The MHC is HLA-DQA10101-DQB10501 with pseudo-sequence HLA-DQA10101-DQB10501. The binding affinity (normalized) is 0.213. (5) The peptide sequence is LLSPVRVPNYNLIIM. The MHC is DRB1_1302 with pseudo-sequence DRB1_1302. The binding affinity (normalized) is 0.896. (6) The MHC is DRB1_0701 with pseudo-sequence DRB1_0701. The binding affinity (normalized) is 0.567. The peptide sequence is VATLSEALRIIAGTLEVHAV. (7) The peptide sequence is KMIGGIGGFIKVRQYDQIPI. The MHC is HLA-DQA10501-DQB10301 with pseudo-sequence HLA-DQA10501-DQB10301. The binding affinity (normalized) is 0.356.